From a dataset of Full USPTO retrosynthesis dataset with 1.9M reactions from patents (1976-2016). Predict the reactants needed to synthesize the given product. (1) Given the product [C:1]12([CH2:11][C:12]([NH:39][CH2:38][C:34]3[S:33][CH:37]=[CH:36][CH:35]=3)=[O:13])[CH2:10][CH:5]3[CH2:6][CH:7]([CH2:9][CH:3]([CH2:4]3)[CH2:2]1)[CH2:8]2, predict the reactants needed to synthesize it. The reactants are: [C:1]12([CH2:11][C:12](O)=[O:13])[CH2:10][CH:5]3[CH2:6][CH:7]([CH2:9][CH:3]([CH2:4]3)[CH2:2]1)[CH2:8]2.CCN=C=NCCCN(C)C.C(N(CC)CC)C.[S:33]1[CH:37]=[CH:36][CH:35]=[C:34]1[CH2:38][NH2:39]. (2) Given the product [CH3:1][O:2][C:3]([C:5]1[C:9]2[N:10]=[CH:11][N:12]([CH2:26][C:27]3[C:36]4[C:31](=[CH:32][CH:33]=[CH:34][CH:35]=4)[CH:30]=[CH:29][N:28]=3)[C:13](=[O:14])[C:8]=2[N:7]([CH2:15][O:16][CH2:17][CH2:18][Si:19]([CH3:22])([CH3:21])[CH3:20])[C:6]=1[Cl:23])=[O:4], predict the reactants needed to synthesize it. The reactants are: [CH3:1][O:2][C:3]([C:5]1[C:9]2[N:10]=[CH:11][NH:12][C:13](=[O:14])[C:8]=2[N:7]([CH2:15][O:16][CH2:17][CH2:18][Si:19]([CH3:22])([CH3:21])[CH3:20])[C:6]=1[Cl:23])=[O:4].Br.Br[CH2:26][C:27]1[C:36]2[C:31](=[CH:32][CH:33]=[CH:34][CH:35]=2)[CH:30]=[CH:29][N:28]=1.C(=O)([O-])[O-].[K+].[K+]. (3) Given the product [CH3:5][C:2]([C:6]1[S:10][C:9]([NH:11][C:12](=[O:29])[CH:13]([NH:17][C:18](=[O:28])[CH2:19][C:20]2[CH:25]=[C:24]([F:26])[CH:23]=[C:22]([F:27])[CH:21]=2)[CH2:14][CH2:15][CH3:16])=[N:8][N:7]=1)([CH3:1])[CH2:3][N:30]1[CH2:34][CH2:33][CH2:32][CH2:31]1, predict the reactants needed to synthesize it. The reactants are: [CH3:1][C:2]([C:6]1[S:10][C:9]([NH:11][C:12](=[O:29])[CH:13]([NH:17][C:18](=[O:28])[CH2:19][C:20]2[CH:25]=[C:24]([F:26])[CH:23]=[C:22]([F:27])[CH:21]=2)[CH2:14][CH2:15][CH3:16])=[N:8][N:7]=1)([CH3:5])[CH:3]=O.[NH:30]1[CH2:34][CH2:33][CH2:32][CH2:31]1.C(O)(=O)C.C(O[BH-](OC(=O)C)OC(=O)C)(=O)C.[Na+]. (4) Given the product [NH2:1][C:2]1[N:7]=[CH:6][N:5]=[C:4]2[N:8]([CH2:12][CH:13]3[CH2:22][C:21]4[C:16](=[C:17]([CH3:23])[CH:18]=[CH:19][CH:20]=4)[C:15](=[O:24])[N:14]3[C:25]3[CH:30]=[CH:29][CH:28]=[CH:27][C:26]=3[CH3:31])[N:9]=[C:10]([C:35]3[CH:36]=[C:37]([OH:39])[CH:38]=[C:33]([F:32])[CH:34]=3)[C:3]=12, predict the reactants needed to synthesize it. The reactants are: [NH2:1][C:2]1[N:7]=[CH:6][N:5]=[C:4]2[N:8]([CH2:12][CH:13]3[CH2:22][C:21]4[C:16](=[C:17]([CH3:23])[CH:18]=[CH:19][CH:20]=4)[C:15](=[O:24])[N:14]3[C:25]3[CH:30]=[CH:29][CH:28]=[CH:27][C:26]=3[CH3:31])[N:9]=[C:10](I)[C:3]=12.[F:32][C:33]1[CH:34]=[C:35](B(O)O)[CH:36]=[C:37]([OH:39])[CH:38]=1.C([O-])([O-])=O.[Na+].[Na+].